Dataset: Forward reaction prediction with 1.9M reactions from USPTO patents (1976-2016). Task: Predict the product of the given reaction. (1) Given the reactants [NH2:1][C:2]1[CH:7]=[CH:6][C:5]([C:8]2[N:9]=[C:10]([NH2:17])[C:11]3[N:12]([CH:14]=[CH:15][N:16]=3)[CH:13]=2)=[CH:4][CH:3]=1.[C:18]1([N:24]=[C:25]=[O:26])[CH:23]=[CH:22][CH:21]=[CH:20][CH:19]=1.CN1CCOCC1, predict the reaction product. The product is: [NH2:17][C:10]1[C:11]2[N:12]([CH:14]=[CH:15][N:16]=2)[CH:13]=[C:8]([C:5]2[CH:4]=[CH:3][C:2]([NH:1][C:25]([NH:24][C:18]3[CH:23]=[CH:22][CH:21]=[CH:20][CH:19]=3)=[O:26])=[CH:7][CH:6]=2)[N:9]=1. (2) Given the reactants Cl.[N+:2]([C:5]1[CH:10]=[CH:9][C:8]([CH2:11][NH2:12])=[CH:7][CH:6]=1)([O-:4])=[O:3].N1C=CC=CC=1.[C:19](OC(=O)C)(=[O:21])[CH3:20], predict the reaction product. The product is: [N+:2]([C:5]1[CH:6]=[CH:7][C:8]([CH2:11][NH:12][C:19](=[O:21])[CH3:20])=[CH:9][CH:10]=1)([O-:4])=[O:3]. (3) Given the reactants [CH3:1][NH:2][C:3]([C@@H:5]1[CH2:9][CH2:8][C@H:7]([NH:10][C:11](=[O:17])[O:12][C:13]([CH3:16])([CH3:15])[CH3:14])[CH2:6]1)=O.COC1C=CC(P2(SP(C3C=CC(OC)=CC=3)(=S)S2)=[S:27])=CC=1, predict the reaction product. The product is: [CH3:1][NH:2][C:3]([C@@H:5]1[CH2:9][CH2:8][C@H:7]([NH:10][C:11](=[O:17])[O:12][C:13]([CH3:16])([CH3:15])[CH3:14])[CH2:6]1)=[S:27]. (4) Given the reactants C(OC([NH:8][C:9]1[N:14]=[C:13]([CH2:15][CH2:16][O:17][C:18]2[CH:40]=[CH:39][C:21]([CH2:22][C@@H:23]([C:35]([O:37][CH3:38])=[O:36])[NH:24][C:25]([C:27]3[C:32]([Cl:33])=[CH:31][CH:30]=[CH:29][C:28]=3[Cl:34])=[O:26])=[CH:20][CH:19]=2)[CH:12]=[CH:11][CH:10]=1)=O)(C)(C)C.C(O)(=O)C.O=[CH:46][CH2:47][NH:48][C:49](=[O:55])[O:50][C:51]([CH3:54])([CH3:53])[CH3:52].[BH-](OC(C)=O)(OC(C)=O)OC(C)=O.[Na+], predict the reaction product. The product is: [C:51]([O:50][C:49]([NH:48][CH2:47][CH2:46][NH:8][C:9]1[N:14]=[C:13]([CH2:15][CH2:16][O:17][C:18]2[CH:40]=[CH:39][C:21]([CH2:22][C@@H:23]([C:35]([O:37][CH3:38])=[O:36])[NH:24][C:25]([C:27]3[C:28]([Cl:34])=[CH:29][CH:30]=[CH:31][C:32]=3[Cl:33])=[O:26])=[CH:20][CH:19]=2)[CH:12]=[CH:11][CH:10]=1)=[O:55])([CH3:54])([CH3:53])[CH3:52]. (5) Given the reactants [H-].[Na+].C(OP([CH2:11][C:12]#[N:13])(=O)OCC)C.[Cl:14][C:15]1[CH:20]=[C:19]([Cl:21])[CH:18]=[CH:17][C:16]=1[C:22]1[C:30]2[C:26](=[C:27]([CH:32]=O)[N:28]([CH3:31])[N:29]=2)[CH:25]=[CH:24][CH:23]=1.[Cl-].[NH4+], predict the reaction product. The product is: [Cl:14][C:15]1[CH:20]=[C:19]([Cl:21])[CH:18]=[CH:17][C:16]=1[C:22]1[C:30]2[C:26](=[C:27]([CH:32]=[CH:11][C:12]#[N:13])[N:28]([CH3:31])[N:29]=2)[CH:25]=[CH:24][CH:23]=1.